Dataset: Reaction yield outcomes from USPTO patents with 853,638 reactions. Task: Predict the reaction yield, written as a fraction of the theoretical maximum amount of product (1.0 means a 100% yield; for example, 0.34 means a 34% yield). The catalyst is CC#N. The product is [NH2:10][C:7]1[CH:8]=[CH:9][C:4]([C:2](=[O:3])[CH3:1])=[CH:5][C:6]=1[Br:11]. The reactants are [CH3:1][C:2]([C:4]1[CH:9]=[CH:8][C:7]([NH2:10])=[CH:6][CH:5]=1)=[O:3].[Br:11]N1C(=O)CCC1=O. The yield is 0.850.